From a dataset of NCI-60 drug combinations with 297,098 pairs across 59 cell lines. Regression. Given two drug SMILES strings and cell line genomic features, predict the synergy score measuring deviation from expected non-interaction effect. (1) Drug 1: CCCS(=O)(=O)NC1=C(C(=C(C=C1)F)C(=O)C2=CNC3=C2C=C(C=N3)C4=CC=C(C=C4)Cl)F. Drug 2: C1=CC=C(C=C1)NC(=O)CCCCCCC(=O)NO. Cell line: 786-0. Synergy scores: CSS=14.7, Synergy_ZIP=-2.73, Synergy_Bliss=6.91, Synergy_Loewe=6.00, Synergy_HSA=7.60. (2) Drug 1: C1CNP(=O)(OC1)N(CCCl)CCCl. Drug 2: C1CCC(C(C1)N)N.C(=O)(C(=O)[O-])[O-].[Pt+4]. Cell line: PC-3. Synergy scores: CSS=8.71, Synergy_ZIP=-6.04, Synergy_Bliss=-7.39, Synergy_Loewe=-42.3, Synergy_HSA=-5.63. (3) Drug 1: CCC1=C2CN3C(=CC4=C(C3=O)COC(=O)C4(CC)O)C2=NC5=C1C=C(C=C5)O. Drug 2: CS(=O)(=O)OCCCCOS(=O)(=O)C. Cell line: MCF7. Synergy scores: CSS=14.2, Synergy_ZIP=-3.74, Synergy_Bliss=3.98, Synergy_Loewe=-14.5, Synergy_HSA=2.39. (4) Drug 1: CNC(=O)C1=CC=CC=C1SC2=CC3=C(C=C2)C(=NN3)C=CC4=CC=CC=N4. Drug 2: CC1CCC2CC(C(=CC=CC=CC(CC(C(=O)C(C(C(=CC(C(=O)CC(OC(=O)C3CCCCN3C(=O)C(=O)C1(O2)O)C(C)CC4CCC(C(C4)OC)OCCO)C)C)O)OC)C)C)C)OC. Synergy scores: CSS=5.97, Synergy_ZIP=-3.85, Synergy_Bliss=-4.01, Synergy_Loewe=-8.97, Synergy_HSA=-3.70. Cell line: HCC-2998. (5) Drug 1: C1=CC(=CC=C1CCCC(=O)O)N(CCCl)CCCl. Drug 2: CC1=C(C(=O)C2=C(C1=O)N3CC4C(C3(C2COC(=O)N)OC)N4)N. Cell line: SF-539. Synergy scores: CSS=26.3, Synergy_ZIP=-15.7, Synergy_Bliss=-14.9, Synergy_Loewe=-19.1, Synergy_HSA=-11.1. (6) Drug 1: C1CC(=O)NC(=O)C1N2C(=O)C3=CC=CC=C3C2=O. Drug 2: CC(C)NC(=O)C1=CC=C(C=C1)CNNC.Cl. Cell line: A498. Synergy scores: CSS=2.62, Synergy_ZIP=-1.78, Synergy_Bliss=-1.39, Synergy_Loewe=-0.382, Synergy_HSA=-0.206.